Dataset: Catalyst prediction with 721,799 reactions and 888 catalyst types from USPTO. Task: Predict which catalyst facilitates the given reaction. (1) Reactant: [Cl:1][C:2]1[CH:3]=[C:4]([NH:9][C:10]2[C:19]3[C:14](=[CH:15][C:16]([O:39][CH2:40][CH:41]4[CH2:43][CH2:42]4)=[C:17]([NH:20][C:21](=[O:38])[CH:22]=[CH:23][CH2:24][N:25]([CH2:30][C:31]([O:33][C:34]([CH3:37])(C)[CH3:35])=[O:32])C[C@@H](O)C)[CH:18]=3)[N:13]=[CH:12][N:11]=2)[CH:5]=[CH:6][C:7]=1[F:8].O.C1(C)C=CC(S(O)(=O)=O)=CC=1. Product: [Cl:1][C:2]1[CH:3]=[C:4]([NH:9][C:10]2[C:19]3[C:14](=[CH:15][C:16]([O:39][CH2:40][CH:41]4[CH2:43][CH2:42]4)=[C:17]([NH:20][C:21](=[O:38])[CH:22]=[CH:23][CH2:24][N:25]4[CH2:35][C@H:34]([CH3:37])[O:33][C:31](=[O:32])[CH2:30]4)[CH:18]=3)[N:13]=[CH:12][N:11]=2)[CH:5]=[CH:6][C:7]=1[F:8]. The catalyst class is: 10. (2) Reactant: [C:1]([O:5][C:6]([NH:8][C@@H:9]([C@H:13]([C:15]1[CH:20]=[CH:19][CH:18]=[CH:17][CH:16]=1)[CH3:14])[C:10](O)=[O:11])=[O:7])([CH3:4])([CH3:3])[CH3:2].N1C=CC=CC=1.N1C(F)=NC(F)=NC=1[F:29]. Product: [C:1]([O:5][C:6](=[O:7])[NH:8][CH:9]([C:10]([F:29])=[O:11])[CH:13]([C:15]1[CH:20]=[CH:19][CH:18]=[CH:17][CH:16]=1)[CH3:14])([CH3:4])([CH3:3])[CH3:2]. The catalyst class is: 4. (3) Reactant: [F:1][C:2]1[CH:3]=[N:4][N:5]([C:7]2[N:12]=[C:11]([OH:13])[C:10]([C:14]([O:16]CC)=[O:15])=[CH:9][N:8]=2)[CH:6]=1.[OH-].[K+]. The catalyst class is: 88. Product: [F:1][C:2]1[CH:3]=[N:4][N:5]([C:7]2[N:12]=[C:11]([OH:13])[C:10]([C:14]([OH:16])=[O:15])=[CH:9][N:8]=2)[CH:6]=1.